The task is: Regression/Classification. Given a drug SMILES string, predict its absorption, distribution, metabolism, or excretion properties. Task type varies by dataset: regression for continuous measurements (e.g., permeability, clearance, half-life) or binary classification for categorical outcomes (e.g., BBB penetration, CYP inhibition). Dataset: cyp3a4_veith.. This data is from CYP3A4 inhibition data for predicting drug metabolism from PubChem BioAssay. (1) The molecule is CC(C)(C)NC(=O)NC(=O)CSc1nnc2ccccn12. The result is 0 (non-inhibitor). (2) The compound is CCOC(=O)CSC1=C(C#N)C(C)C2=C(CCCC2=O)N1. The result is 0 (non-inhibitor).